Task: Predict which catalyst facilitates the given reaction.. Dataset: Catalyst prediction with 721,799 reactions and 888 catalyst types from USPTO Reactant: C([NH:4][C@:5]1([C:22](NC(C)(C)C)=[O:23])[C@@H:9]([CH2:10][CH2:11][CH2:12][B:13]2[O:17]C(C)(C)C(C)(C)[O:14]2)[CH2:8][NH:7][CH2:6]1)(=O)C.S([O-])([O-])(=O)=O.[Na+].[Na+].C([N:46]1[CH2:51][CH2:50][CH2:49][CH2:48][CH:47]1[CH:52]=O)(OCC1C=CC=CC=1)=O.C(O[BH-](OC(=O)C)OC(=O)C)(=[O:56])C.[Na+].C(=O)([O-])[O-].[Na+].[Na+]. Product: [NH2:4][C@:5]1([C:22]([OH:23])=[O:56])[C@@H:9]([CH2:10][CH2:11][CH2:12][B:13]([OH:14])[OH:17])[CH2:8][N:7]([CH2:52][CH:47]2[CH2:48][CH2:49][CH2:50][CH2:51][NH:46]2)[CH2:6]1. The catalyst class is: 478.